This data is from Catalyst prediction with 721,799 reactions and 888 catalyst types from USPTO. The task is: Predict which catalyst facilitates the given reaction. (1) Reactant: [CH2:1]([O:3][C:4]1[CH:28]=[C:27]([F:29])[C:7]([CH2:8][N:9]2[C:17]3[C:12](=[CH:13][CH:14]=[CH:15][CH:16]=3)[C:11]([C:18]3[N:23]=[C:22]([NH2:24])[C:21]([O:25][CH3:26])=[CH:20][N:19]=3)=[N:10]2)=[C:6]([F:30])[CH:5]=1)[CH3:2].Br.Br[C:33]1[CH:38]=[CH:37][N:36]=[N:35][CH:34]=1.C(=O)([O-])[O-].[Cs+].[Cs+].C1(P(C2C=CC=CC=2)C2C3OC4C(=CC=CC=4P(C4C=CC=CC=4)C4C=CC=CC=4)C(C)(C)C=3C=CC=2)C=CC=CC=1. Product: [CH2:1]([O:3][C:4]1[CH:5]=[C:6]([F:30])[C:7]([CH2:8][N:9]2[C:17]3[C:12](=[CH:13][CH:14]=[CH:15][CH:16]=3)[C:11]([C:18]3[N:23]=[C:22]([NH:24][C:33]4[CH:38]=[CH:37][N:36]=[N:35][CH:34]=4)[C:21]([O:25][CH3:26])=[CH:20][N:19]=3)=[N:10]2)=[C:27]([F:29])[CH:28]=1)[CH3:2]. The catalyst class is: 160. (2) Reactant: [F:1][C:2]1[CH:7]=[CH:6][C:5]([NH:8][C:9](=[O:15])[O:10][C:11]([CH3:14])([CH3:13])[CH3:12])=[C:4]([NH:16][C:17]2[N:22]=[C:21]([NH:23][C@H:24]3[C:33]4[C:28](=[C:29]([F:34])[CH:30]=[CH:31][CH:32]=4)[O:27][CH2:26][CH2:25]3)[C:20]([N+:35]([O-])=O)=[CH:19][N:18]=2)[CH:3]=1.S(S([O-])=O)([O-])=O.[Na+].[Na+].C(=O)(O)[O-].[Na+].[Cl-].[Na+]. Product: [NH2:35][C:20]1[C:21]([NH:23][C@H:24]2[C:33]3[C:28](=[C:29]([F:34])[CH:30]=[CH:31][CH:32]=3)[O:27][CH2:26][CH2:25]2)=[N:22][C:17]([NH:16][C:4]2[CH:3]=[C:2]([F:1])[CH:7]=[CH:6][C:5]=2[NH:8][C:9](=[O:15])[O:10][C:11]([CH3:13])([CH3:14])[CH3:12])=[N:18][CH:19]=1. The catalyst class is: 278.